The task is: Predict which catalyst facilitates the given reaction.. This data is from Catalyst prediction with 721,799 reactions and 888 catalyst types from USPTO. (1) The catalyst class is: 2. Reactant: Cl[S:2]([C:5]1[CH:27]=[CH:26][C:8]([O:9][C:10]2[C:15]([F:16])=[CH:14][C:13](/[CH:17]=[C:18](\[CH3:24])/[C:19]([O:21][CH2:22][CH3:23])=[O:20])=[CH:12][C:11]=2[F:25])=[CH:7][CH:6]=1)(=[O:4])=[O:3].[N:28]([CH2:31][CH2:32][O:33][CH2:34][CH2:35][O:36][CH2:37][CH2:38][O:39][CH2:40][CH2:41][NH2:42])=[N+:29]=[N-:30].C(N(CC)CC)C.O. Product: [N:28]([CH2:31][CH2:32][O:33][CH2:34][CH2:35][O:36][CH2:37][CH2:38][O:39][CH2:40][CH2:41][NH:42][S:2]([C:5]1[CH:27]=[CH:26][C:8]([O:9][C:10]2[C:15]([F:16])=[CH:14][C:13](/[CH:17]=[C:18](\[CH3:24])/[C:19]([O:21][CH2:22][CH3:23])=[O:20])=[CH:12][C:11]=2[F:25])=[CH:7][CH:6]=1)(=[O:4])=[O:3])=[N+:29]=[N-:30]. (2) Reactant: N(C(OC(C)C)=O)=NC(OC(C)C)=O.C1(P(C2C=CC=CC=2)C2C=CC=CC=2)C=CC=CC=1.[Cl:34][C:35]1[CH:56]=[C:55]([Cl:57])[CH:54]=[CH:53][C:36]=1[C:37]([NH:39][CH2:40][C:41]1([N:47]2[CH2:52][CH2:51][CH2:50][CH2:49][CH2:48]2)[CH2:44][CH:43]([CH2:45][OH:46])[CH2:42]1)=[O:38].[S:58]1C=C[CH:60]=[C:59]1CC(O)=O. Product: [Cl:34][C:35]1[CH:56]=[C:55]([Cl:57])[CH:54]=[CH:53][C:36]=1[C:37]([NH:39][CH2:40][C:41]1([N:47]2[CH2:52][CH2:51][CH2:50][CH2:49][CH2:48]2)[CH2:44][CH:43]([CH2:45][O:46][C:59](=[S:58])[CH3:60])[CH2:42]1)=[O:38]. The catalyst class is: 1. (3) Reactant: [C:1]1([CH:7]([N:14]2[CH2:17][CH:16]([C:18]#[N:19])[CH2:15]2)[C:8]2[CH:13]=[CH:12][CH:11]=[CH:10][CH:9]=2)[CH:6]=[CH:5][CH:4]=[CH:3][CH:2]=1.[H-].[Al+3].[Li+].[H-].[H-].[H-].O.[Na]. Product: [NH2:19][CH2:18][CH:16]1[CH2:15][N:14]([CH:7]([C:8]2[CH:13]=[CH:12][CH:11]=[CH:10][CH:9]=2)[C:1]2[CH:6]=[CH:5][CH:4]=[CH:3][CH:2]=2)[CH2:17]1. The catalyst class is: 7.